Dataset: Peptide-MHC class I binding affinity with 185,985 pairs from IEDB/IMGT. Task: Regression. Given a peptide amino acid sequence and an MHC pseudo amino acid sequence, predict their binding affinity value. This is MHC class I binding data. The peptide sequence is GAIKNSTAI. The MHC is H-2-Kb with pseudo-sequence H-2-Kb. The binding affinity (normalized) is 0.189.